Dataset: Cav3 T-type calcium channel HTS with 100,875 compounds. Task: Binary Classification. Given a drug SMILES string, predict its activity (active/inactive) in a high-throughput screening assay against a specified biological target. (1) The drug is O1C(CCC1)CNC(=O)c1cc(OC)c(OCc2c(onc2C)C)cc1. The result is 0 (inactive). (2) The compound is s1c(C(O)C#CCN2CCOCC2)ccc1. The result is 0 (inactive). (3) The molecule is O=C(N(C=1CC2N(C(CC2)C1)C)CCCC)c1cc(OC)c(OC)c(OC)c1. The result is 0 (inactive).